From a dataset of Full USPTO retrosynthesis dataset with 1.9M reactions from patents (1976-2016). Predict the reactants needed to synthesize the given product. (1) Given the product [F:18][CH:2]([F:17])[C:3]([C:9]1[CH:14]=[CH:13][C:12]([NH2:15])=[C:11]([CH3:16])[CH:10]=1)([F:8])[C:4]([F:5])([F:6])[F:7], predict the reactants needed to synthesize it. The reactants are: Br[C:2]([F:18])([F:17])[C:3]([C:9]1[CH:14]=[CH:13][C:12]([NH2:15])=[C:11]([CH3:16])[CH:10]=1)([F:8])[C:4]([F:7])([F:6])[F:5].N(C(C)(C)C#N)=NC(C)(C)C#N.C([SnH](CCCC)CCCC)CCC. (2) Given the product [ClH:19].[ClH:19].[NH2:11][C@H:4]([C:5]1[CH:6]=[CH:7][CH:8]=[CH:9][CH:10]=1)[CH2:3][CH2:2][NH:20][C:21]1([C:26]([O:28][CH3:29])=[O:27])[CH2:25][CH2:24][CH2:23][CH2:22]1, predict the reactants needed to synthesize it. The reactants are: O=[CH:2][CH2:3][C@H:4]([NH:11]C(=O)OC(C)(C)C)[C:5]1[CH:10]=[CH:9][CH:8]=[CH:7][CH:6]=1.[ClH:19].[NH2:20][C:21]1([C:26]([O:28][CH3:29])=[O:27])[CH2:25][CH2:24][CH2:23][CH2:22]1.CCN(C(C)C)C(C)C.C([O-])(O)=O.[Na+]. (3) Given the product [OH:7][CH:4]1[CH2:5][CH2:6][N:1]([CH2:18][CH2:17][N:9]([CH3:8])[C:10](=[O:16])[O:11][C:12]([CH3:14])([CH3:13])[CH3:15])[CH2:2][CH2:3]1, predict the reactants needed to synthesize it. The reactants are: [NH:1]1[CH2:6][CH2:5][CH:4]([OH:7])[CH2:3][CH2:2]1.[CH3:8][N:9]([CH2:17][CH:18]=O)[C:10](=[O:16])[O:11][C:12]([CH3:15])([CH3:14])[CH3:13].[Na].C(O)(=O)C. (4) Given the product [Cl:9][C:10](=[N:11][S:12][N:4]([CH:5]([CH3:7])[CH3:6])[CH:1]([CH3:3])[CH3:2])[C:14]#[N:13], predict the reactants needed to synthesize it. The reactants are: [CH:1]([N-:4][CH:5]([CH3:7])[CH3:6])([CH3:3])[CH3:2].[Li+].[Cl:9][C:10]1[C:14](Cl)=[N:13][S:12][N:11]=1. (5) Given the product [CH3:12][C:13]1([CH3:29])[C:17]([CH3:19])([CH3:18])[O:16][B:15]([C:2]2[CH:7]=[CH:6][C:5]([C:8]([OH:11])([CH3:10])[CH3:9])=[CH:4][CH:3]=2)[O:14]1, predict the reactants needed to synthesize it. The reactants are: Br[C:2]1[CH:7]=[CH:6][C:5]([C:8]([OH:11])([CH3:10])[CH3:9])=[CH:4][CH:3]=1.[CH3:12][C:13]1([CH3:29])[C:17]([CH3:19])([CH3:18])[O:16][B:15]([B:15]2[O:16][C:17]([CH3:19])([CH3:18])[C:13]([CH3:29])([CH3:12])[O:14]2)[O:14]1.CC([O-])=O.[K+]. (6) The reactants are: Cl.[F:2][C:3]1[CH:8]=[CH:7][CH:6]=[CH:5][C:4]=1[C:9]1[N:14]=[CH:13][C:12]([C:15]2[CH:16]=[N:17][CH:18]=[C:19]([CH3:21])[CH:20]=2)=[CH:11][C:10]=1[C:22]([OH:24])=O.C(Cl)CCl.C1C=CC2N(O)N=NC=2C=1.[CH3:39][O:40][C:41]1[CH:42]=[CH:43][C:44]([CH2:49][NH2:50])=[N:45][C:46]=1[O:47][CH3:48].CN1CCOCC1. Given the product [CH3:39][O:40][C:41]1[CH:42]=[CH:43][C:44]([CH2:49][NH:50][C:22]([C:10]2[CH:11]=[C:12]([C:15]3[CH:16]=[N:17][CH:18]=[C:19]([CH3:21])[CH:20]=3)[CH:13]=[N:14][C:9]=2[C:4]2[CH:5]=[CH:6][CH:7]=[CH:8][C:3]=2[F:2])=[O:24])=[N:45][C:46]=1[O:47][CH3:48], predict the reactants needed to synthesize it. (7) Given the product [OH:19][CH:2]1[CH2:1][C:4]2([CH2:9][CH2:8][N:7]([C:10]([O:12][C:13]([CH3:16])([CH3:15])[CH3:14])=[O:11])[CH2:6][CH2:5]2)[O:17][CH2:3]1, predict the reactants needed to synthesize it. The reactants are: [CH2:1]([C:4]1([OH:17])[CH2:9][CH2:8][N:7]([C:10]([O:12][C:13]([CH3:16])([CH3:15])[CH3:14])=[O:11])[CH2:6][CH2:5]1)[CH:2]=[CH2:3].I([O-])(=O)(=O)=[O:19].[Na+]. (8) Given the product [CH3:1][O:2][C:3](=[O:22])[C:4]1[CH:9]=[CH:8][C:7]([CH2:23][CH2:24][CH3:25])=[C:6]([C:18]([F:21])([F:20])[F:19])[CH:5]=1, predict the reactants needed to synthesize it. The reactants are: [CH3:1][O:2][C:3](=[O:22])[C:4]1[CH:9]=[CH:8][C:7](OS(C(F)(F)F)(=O)=O)=[C:6]([C:18]([F:21])([F:20])[F:19])[CH:5]=1.[CH2:23](B(O)O)[CH2:24][CH3:25].C(=O)([O-])[O-].[Cs+].[Cs+].C(=O)(O)[O-].[Na+].